Dataset: HIV replication inhibition screening data with 41,000+ compounds from the AIDS Antiviral Screen. Task: Binary Classification. Given a drug SMILES string, predict its activity (active/inactive) in a high-throughput screening assay against a specified biological target. (1) The drug is Cc1cc(C(=C2C=CC(=[N+](C)C)C=C2)c2ccc([N+](C)(C)C)cc2)ccc1N(C)C. The result is 0 (inactive). (2) The molecule is Cc1ccc(C=C2Sc3scc(-c4ccccc4)[n+]3C2=O)cc1. The result is 0 (inactive). (3) The drug is CC1C=CC(Sc2ccccc2)CCC1(C)O. The result is 0 (inactive). (4) The drug is O=[N+]([O-])c1ccc2[nH]c(=S)n(C=C(c3ccccc3)S(=O)Cc3ccccc3)c2c1. The result is 0 (inactive). (5) The drug is N#Cc1cccc(NC(=O)c2ccc(C(=O)O)c(C(=O)c3ccc(C(=O)O)c(C(=O)Nc4cccc(C#N)c4)c3)c2)c1. The result is 0 (inactive). (6) The compound is CC1=C(C(=O)Nc2ccc([N+](=O)[O-])cc2)C(c2ccc(N(C)C)cc2)C(C(=O)Nc2ccc([N+](=O)[O-])cc2)=C(C)N1. The result is 0 (inactive).